Predict the reactants needed to synthesize the given product. From a dataset of Full USPTO retrosynthesis dataset with 1.9M reactions from patents (1976-2016). (1) Given the product [Cl:1][C:2]1[CH:7]=[CH:6][C:5]([Cl:8])=[CH:4][C:3]=1/[C:9](=[N:27]/[NH:26][C:24](=[O:25])[C:23]1[CH:28]=[CH:29][CH:30]=[C:21]([S:18]([N:15]2[CH2:16][CH2:17][O:12][CH2:13][CH2:14]2)(=[O:19])=[O:20])[CH:22]=1)/[CH3:10], predict the reactants needed to synthesize it. The reactants are: [Cl:1][C:2]1[CH:7]=[CH:6][C:5]([Cl:8])=[CH:4][C:3]=1[C:9](=O)[CH3:10].[O:12]1[CH2:17][CH2:16][N:15]([S:18]([C:21]2[CH:22]=[C:23]([CH:28]=[CH:29][CH:30]=2)[C:24]([NH:26][NH2:27])=[O:25])(=[O:20])=[O:19])[CH2:14][CH2:13]1. (2) Given the product [Cl:18][C:19]1[CH:26]=[C:25]([Cl:27])[CH:24]=[CH:23][C:20]=1[N:21]([CH3:22])[C:15]([C:13]1[S:14][C:5]2[C:4]3[CH:3]=[C:2]([F:1])[CH:11]=[CH:10][C:9]=3[O:8][CH2:7][C:6]=2[CH:12]=1)=[O:16], predict the reactants needed to synthesize it. The reactants are: [F:1][C:2]1[CH:11]=[CH:10][C:9]2[O:8][CH2:7][C:6]3[CH:12]=[C:13]([C:15](Cl)=[O:16])[S:14][C:5]=3[C:4]=2[CH:3]=1.[Cl:18][C:19]1[CH:26]=[C:25]([Cl:27])[CH:24]=[CH:23][C:20]=1[NH:21][CH3:22]. (3) Given the product [CH2:22]([N:11]([CH2:10][C:9]([N:8]([C:30]1[CH:31]=[CH:32][C:33]([OH:39])=[C:34]([CH:38]=1)[C:35]([OH:37])=[O:36])[CH2:1][C:2]1[CH:3]=[CH:4][CH:5]=[C:6]([C:16]2[CH:15]=[CH:20][N:42]=[CH:40][CH:41]=2)[CH:7]=1)=[O:29])[S:12]([C:15]1[CH:16]=[CH:17][C:18]([C:21]2[CH:6]=[CH:7][CH:2]=[CH:3][CH:4]=2)=[CH:19][CH:20]=1)(=[O:14])=[O:13])[C:23]1[CH:28]=[CH:27][CH:26]=[CH:25][CH:24]=1, predict the reactants needed to synthesize it. The reactants are: [CH2:1]([N:8]([C:30]1[CH:31]=[CH:32][C:33]([OH:39])=[C:34]([CH:38]=1)[C:35]([OH:37])=[O:36])[C:9](=[O:29])[CH2:10][N:11]([CH2:22][C:23]1[CH:28]=[CH:27][CH:26]=[CH:25][CH:24]=1)[S:12]([C:15]1[CH:20]=[CH:19][C:18]([CH3:21])=[CH:17][CH:16]=1)(=[O:14])=[O:13])[C:2]1[CH:7]=[CH:6][CH:5]=[CH:4][CH:3]=1.[C:40](#[N:42])[CH3:41]. (4) Given the product [NH2:20][C:19]1[C:14]2[N:15]([C:11]([C@@H:10]3[CH2:9][CH2:8][C@@H:6]([OH:7])[C@H:5]3[OH:4])=[CH:12][N:13]=2)[CH:16]=[CH:17][N:18]=1, predict the reactants needed to synthesize it. The reactants are: Cl.CC1(C)[O:7][C@@H:6]2[CH2:8][CH2:9][C@@H:10]([C:11]3[N:15]4[CH:16]=[CH:17][N:18]=[C:19]([NH2:20])[C:14]4=[N:13][CH:12]=3)[C@@H:5]2[O:4]1. (5) Given the product [CH2:2]([O:4][C:5]([CH:7]1[CH2:12][CH2:11][N:10]([C:29]([O:31][C:32]([CH3:33])([CH3:34])[CH3:35])=[O:30])[CH2:9][C:8]1=[O:20])=[O:6])[CH3:3], predict the reactants needed to synthesize it. The reactants are: Cl.[CH2:2]([O:4][C:5]([CH:7]1[CH2:12][CH2:11][N:10](CC2C=CC=CC=2)[CH2:9][C:8]1=[O:20])=[O:6])[CH3:3].[C:29](O[C:29]([O:31][C:32]([CH3:35])([CH3:34])[CH3:33])=[O:30])([O:31][C:32]([CH3:35])([CH3:34])[CH3:33])=[O:30].CCN(CC)CC. (6) Given the product [CH:9]12[CH2:14][CH:12]([CH:11]([O:15][CH2:16][CH2:17][OH:18])[CH2:10]1)[CH2:13][NH:8]2, predict the reactants needed to synthesize it. The reactants are: C(OC([N:8]1[CH2:13][CH:12]2[CH2:14][CH:9]1[CH2:10][CH:11]2[O:15][CH2:16][CH2:17][O:18]C1CCCCO1)=O)(C)(C)C.Cl.[OH-].[Na+]. (7) Given the product [N+:8]([C:7]1[C:2]([N:14]2[CH2:19][CH2:18][CH:17]([C:20]([NH2:22])=[O:21])[CH2:16][CH2:15]2)=[N:3][CH:4]=[C:5]([N+:11]([O-:13])=[O:12])[CH:6]=1)([O-:10])=[O:9], predict the reactants needed to synthesize it. The reactants are: Cl[C:2]1[C:7]([N+:8]([O-:10])=[O:9])=[CH:6][C:5]([N+:11]([O-:13])=[O:12])=[CH:4][N:3]=1.[NH:14]1[CH2:19][CH2:18][CH:17]([C:20]([NH2:22])=[O:21])[CH2:16][CH2:15]1. (8) Given the product [NH2:25][C:8]1[CH:7]=[C:6]([O:5][CH2:4][CH2:3][CH:2]([CH3:28])[CH3:1])[CH:11]=[CH:10][C:9]=1[NH:12][C:13](=[O:24])[CH2:14][O:15][C:16]1[CH:21]=[CH:20][CH:19]=[C:18]([O:22][CH3:23])[CH:17]=1, predict the reactants needed to synthesize it. The reactants are: [CH3:1][CH:2]([CH3:28])[CH2:3][CH2:4][O:5][C:6]1[CH:11]=[CH:10][C:9]([NH:12][C:13](=[O:24])[CH2:14][O:15][C:16]2[CH:21]=[CH:20][CH:19]=[C:18]([O:22][CH3:23])[CH:17]=2)=[C:8]([N+:25]([O-])=O)[CH:7]=1. (9) Given the product [CH3:10][C:9]1[CH:8]=[C:7]([CH2:12][CH2:13][CH2:15][CH2:20][CH2:19][CH2:18][CH2:17][CH2:16][CH3:28])[CH:6]=[C:2]([CH:3]=[N:26][OH:27])[C:33]=1[OH:34], predict the reactants needed to synthesize it. The reactants are: C[CH:2]([CH2:6][CH:7]([CH2:12][C:13]([C:15]1[CH:20]=[CH:19][CH:18]=[CH:17][CH:16]=1)=O)[CH2:8][CH2:9][CH2:10]C)[CH:3](O)C.S(O)(O)(=O)=O.[NH2:26][OH:27].[C:28]([O-])(=O)C.[Na+].[CH3:33][OH:34].